From a dataset of Forward reaction prediction with 1.9M reactions from USPTO patents (1976-2016). Predict the product of the given reaction. Given the reactants [N+:1]([C:4]1[CH:9]=[CH:8][C:7]([N:10]=[C:11]=[S:12])=[CH:6][CH:5]=1)([O-:3])=[O:2].Cl.[O-:14][Mn](=O)(=O)=O.[K+].[CH2:20]([N:22]=[C:23]=[O:24])[CH3:21], predict the reaction product. The product is: [CH2:20]([N:22]1[C:23](=[O:24])[N:10]([C:7]2[CH:6]=[CH:5][C:4]([N+:1]([O-:3])=[O:2])=[CH:9][CH:8]=2)[C:11](=[O:14])[S:12]1)[CH3:21].